Dataset: Forward reaction prediction with 1.9M reactions from USPTO patents (1976-2016). Task: Predict the product of the given reaction. (1) Given the reactants [F:1][C:2]1[CH:3]=[C:4]([NH:24][C:25]([NH:27][C:28](=[O:37])[CH2:29][C:30]2[CH:35]=[CH:34][C:33]([F:36])=[CH:32][CH:31]=2)=[O:26])[CH:5]=[CH:6][C:7]=1[O:8][C:9]1[CH:14]=[CH:13][N:12]=[C:11]2[NH:15][CH:16]=[C:17]([C:18](=[O:23])C(Cl)(Cl)Cl)[C:10]=12.[NH2:38][CH2:39][C:40]1[CH:41]=[N:42][CH:43]=[CH:44][CH:45]=1, predict the reaction product. The product is: [N:42]1[CH:43]=[CH:44][CH:45]=[C:40]([CH2:39][NH:38][C:18]([C:17]2[C:10]3[C:11](=[N:12][CH:13]=[CH:14][C:9]=3[O:8][C:7]3[CH:6]=[CH:5][C:4]([NH:24][C:25]([NH:27][C:28](=[O:37])[CH2:29][C:30]4[CH:35]=[CH:34][C:33]([F:36])=[CH:32][CH:31]=4)=[O:26])=[CH:3][C:2]=3[F:1])[NH:15][CH:16]=2)=[O:23])[CH:41]=1. (2) Given the reactants [BH4-].[Na+].[Br:3][C:4]1[CH:5]=[C:6]([C:14](OC)=[O:15])[C:7]([C:10](OC)=[O:11])=[N:8][CH:9]=1.[Cl-].[Ca+2].[Cl-].Cl.O1CCOCC1, predict the reaction product. The product is: [Br:3][C:4]1[CH:5]=[C:6]([CH2:14][OH:15])[C:7]([CH2:10][OH:11])=[N:8][CH:9]=1. (3) The product is: [OH:16][CH2:15][C:14]([NH:13][C:11]([C:10]1[C:4]2[C:5](=[N:6][CH:7]=[C:2]([N:45]3[C:46]4[C:42](=[CH:41][C:40]([Cl:39])=[CH:48][CH:47]=4)[CH:43]=[N:44]3)[N:3]=2)[N:8]([CH2:19][O:20][CH2:21][CH2:22][Si:23]([CH3:26])([CH3:25])[CH3:24])[CH:9]=1)=[O:12])([CH3:18])[CH3:17]. Given the reactants Br[C:2]1[N:3]=[C:4]2[C:10]([C:11]([NH:13][C:14]([CH3:18])([CH3:17])[CH2:15][OH:16])=[O:12])=[CH:9][N:8]([CH2:19][O:20][CH2:21][CH2:22][Si:23]([CH3:26])([CH3:25])[CH3:24])[C:5]2=[N:6][CH:7]=1.[I-].[Na+].CN[C@@H]1CCCC[C@H]1NC.[Cl:39][C:40]1[CH:41]=[C:42]2[C:46](=[CH:47][CH:48]=1)[NH:45][N:44]=[CH:43]2.[O-]P([O-])([O-])=O.[K+].[K+].[K+], predict the reaction product. (4) Given the reactants [C:1]([NH:4][C@H:5]([C:26]1[CH:31]=[CH:30][CH:29]=[CH:28][CH:27]=1)[CH2:6][CH2:7][N:8]1[CH2:13][CH2:12][CH:11]([C:14]2[CH:15]=[C:16]([NH:20][C:21](=[O:25])[CH:22]([CH3:24])[CH3:23])[CH:17]=[CH:18][CH:19]=2)[CH2:10][CH2:9]1)(=[O:3])[CH3:2].N[C@H:33](C1C=CC=CC=1)CCN1CCC(C2C=C(NC(=O)C(C)C)C=CC=2)CC1.C(Cl)(=O)CC, predict the reaction product. The product is: [CH3:23][CH:22]([CH3:24])[C:21]([NH:20][C:16]1[CH:17]=[CH:18][CH:19]=[C:14]([CH:11]2[CH2:12][CH2:13][N:8]([CH2:7][CH2:6][C@@H:5]([C:26]3[CH:27]=[CH:28][CH:29]=[CH:30][CH:31]=3)[NH:4][C:1](=[O:3])[CH2:2][CH3:33])[CH2:9][CH2:10]2)[CH:15]=1)=[O:25]. (5) Given the reactants [CH3:1][C@@H:2]1[CH2:10][C:5]2([O:9][CH2:8][CH2:7][O:6]2)[CH2:4][C@@H:3]1[C:11]1[N:15]2[C:16]3[CH:22]=[CH:21][NH:20][C:17]=3[N:18]=[CH:19][C:14]2=[N:13][N:12]=1.[H-].[Na+].[CH3:25][Si:26]([CH2:29][CH2:30][O:31][CH2:32]Cl)([CH3:28])[CH3:27].O, predict the reaction product. The product is: [CH3:1][C@@H:2]1[CH2:10][C:5]2([O:9][CH2:8][CH2:7][O:6]2)[CH2:4][C@@H:3]1[C:11]1[N:15]2[C:16]3[CH:22]=[CH:21][N:20]([CH2:32][O:31][CH2:30][CH2:29][Si:26]([CH3:28])([CH3:27])[CH3:25])[C:17]=3[N:18]=[CH:19][C:14]2=[N:13][N:12]=1. (6) Given the reactants [CH3:1][N:2]1[C:7](=[O:8])[CH:6]=[CH:5][C:4]([C:9](=O)[CH2:10][CH:11]([C:19]2[CH:27]=[CH:26][C:22]([C:23](O)=[O:24])=[CH:21][CH:20]=2)[C:12]2[CH:17]=[CH:16][CH:15]=[CH:14][C:13]=2[CH3:18])=[CH:3]1.[NH2:29][CH2:30][C@@H:31]([OH:33])[CH3:32].CN([P+]([O:44][N:45]1N=NC2C=CC=CC1=2)(N(C)C)N(C)C)C.F[P-](F)(F)(F)(F)F.Cl.NO.C([O-])(O)=O.[Na+], predict the reaction product. The product is: [OH:44]/[N:45]=[C:9](/[C:4]1[CH:5]=[CH:6][C:7](=[O:8])[N:2]([CH3:1])[CH:3]=1)\[CH2:10][CH:11]([C:19]1[CH:27]=[CH:26][C:22]([C:23]([NH:29][CH2:30][C@H:31]([OH:33])[CH3:32])=[O:24])=[CH:21][CH:20]=1)[C:12]1[CH:17]=[CH:16][CH:15]=[CH:14][C:13]=1[CH3:18]. (7) Given the reactants [CH3:1][C:2]1[NH:3][C:4]([CH:11]=[CH2:12])=[C:5]([C:7]([F:10])([F:9])[F:8])[N:6]=1.CN(C=O)C.C([O-])([O-])=O.[K+].[K+].[CH3:24][CH2:25][O:26][C:27]([CH2:29]Br)=[O:28], predict the reaction product. The product is: [CH3:1][C:2]1[N:3]([CH2:29][C:27]([O:26][CH2:25][CH3:24])=[O:28])[C:4]([CH:11]=[CH2:12])=[C:5]([C:7]([F:10])([F:8])[F:9])[N:6]=1. (8) Given the reactants [NH2:1][C@H:2]([C:4]1[N:5]([C:21]2[CH:26]=[CH:25][CH:24]=[CH:23][CH:22]=2)[C:6](=[O:20])[C:7]2[C:12]([CH:13]=1)=[CH:11][CH:10]=[CH:9][C:8]=2[C:14]1[CH:15]=[N:16][N:17]([CH3:19])[CH:18]=1)[CH3:3].Cl[C:28]1[N:33]=[CH:32][N:31]=[C:30]([NH2:34])[C:29]=1[C:35]1[O:39][N:38]=[C:37]([CH3:40])[N:36]=1.O, predict the reaction product. The product is: [NH2:34][C:30]1[N:31]=[CH:32][N:33]=[C:28]([NH:1][C@H:2]([C:4]2[N:5]([C:21]3[CH:22]=[CH:23][CH:24]=[CH:25][CH:26]=3)[C:6](=[O:20])[C:7]3[C:12]([CH:13]=2)=[CH:11][CH:10]=[CH:9][C:8]=3[C:14]2[CH:15]=[N:16][N:17]([CH3:19])[CH:18]=2)[CH3:3])[C:29]=1[C:35]1[O:39][N:38]=[C:37]([CH3:40])[N:36]=1.